This data is from Full USPTO retrosynthesis dataset with 1.9M reactions from patents (1976-2016). The task is: Predict the reactants needed to synthesize the given product. (1) The reactants are: [CH3:1][O:2][C:3]1[CH:4]=[C:5]([NH:9][C:10]2[CH:15]=[C:14]([N:16]([CH3:18])[CH3:17])[N:13]=[C:12]([N:19]3[CH2:24][CH2:23][NH:22][CH2:21][CH2:20]3)[N:11]=2)[CH:6]=[CH:7][CH:8]=1.CCN(C(C)C)C(C)C.Cl[CH2:35][C:36]1[CH:41]=[CH:40][CH:39]=[C:38]([O:42][CH3:43])[CH:37]=1. Given the product [CH3:43][O:42][C:38]1[CH:37]=[C:36]([CH:41]=[CH:40][CH:39]=1)[CH2:35][N:22]1[CH2:23][CH2:24][N:19]([C:12]2[N:11]=[C:10]([NH:9][C:5]3[CH:6]=[CH:7][CH:8]=[C:3]([O:2][CH3:1])[CH:4]=3)[CH:15]=[C:14]([N:16]([CH3:18])[CH3:17])[N:13]=2)[CH2:20][CH2:21]1, predict the reactants needed to synthesize it. (2) The reactants are: C(OC([NH:8][C:9]1[S:10][CH:11]=[C:12]([C:14](=[N:53][O:54]C(C2C=CC=CC=2)(C2C=CC=CC=2)C2C=CC=CC=2)[C:15]([NH:17][CH:18]2[C:25](=[O:26])[N:24]3[CH:19]2[S:20][CH2:21][C:22](/[CH:43]=[CH:44]/OS(C(F)(F)F)(=O)=O)=[C:23]3[C:27]([O:29]C(C2C=CC=CC=2)C2C=CC=CC=2)=[O:28])=[O:16])[N:13]=1)=O)(C)(C)C.S(O)(O)(=O)=O.[NH2:79][C:80]1[N:85]=[C:84]([SH:86])[CH:83]=[C:82]([NH2:87])[N:81]=1. Given the product [NH2:8][C:9]1[S:10][CH:11]=[C:12]([C:14](=[N:53][OH:54])[C:15]([NH:17][C@@H:18]2[C:25](=[O:26])[N:24]3[C@@H:19]2[S:20][CH2:21][C:22](/[CH:43]=[CH:44]/[S:86][C:84]2[CH:83]=[C:82]([NH2:87])[N:81]=[C:80]([NH2:79])[N:85]=2)=[C:23]3[C:27]([OH:29])=[O:28])=[O:16])[N:13]=1, predict the reactants needed to synthesize it. (3) The reactants are: Cl.Cl.Cl.[O:4]1[C:8]2=[C:9]([N:13]3[CH2:18][CH2:17][N:16]([CH2:19][CH2:20][C@H:21]4[CH2:26][CH2:25][C@H:24]([NH2:27])[CH2:23][CH2:22]4)[CH2:15][CH2:14]3)[N:10]=[CH:11][CH:12]=[C:7]2[CH2:6][CH2:5]1.[CH3:28][O:29][CH:30]([CH3:35])[CH2:31][C:32](O)=[O:33]. Given the product [O:4]1[C:8]2=[C:9]([N:13]3[CH2:18][CH2:17][N:16]([CH2:19][CH2:20][C@H:21]4[CH2:26][CH2:25][C@H:24]([NH:27][C:32](=[O:33])[CH2:31][CH:30]([O:29][CH3:28])[CH3:35])[CH2:23][CH2:22]4)[CH2:15][CH2:14]3)[N:10]=[CH:11][CH:12]=[C:7]2[CH2:6][CH2:5]1, predict the reactants needed to synthesize it. (4) Given the product [NH2:12][CH:5]1[C:6]2[CH:11]=[CH:10][CH:9]=[CH:8][C:7]=2[O:1][CH2:2][CH2:3][CH2:4]1, predict the reactants needed to synthesize it. The reactants are: [O:1]1[C:7]2[CH:8]=[CH:9][CH:10]=[CH:11][C:6]=2[C:5](=[N:12]O)[CH2:4][CH2:3][CH2:2]1.[BH4-].[Na+].O.N.